Dataset: Reaction yield outcomes from USPTO patents with 853,638 reactions. Task: Predict the reaction yield, written as a fraction of the theoretical maximum amount of product (1.0 means a 100% yield; for example, 0.34 means a 34% yield). (1) The reactants are N(C(OC(C)C)=O)=NC(OC(C)C)=O.[OH:15][C:16]1[CH:25]=[C:24]2[C:19]([C:20]([O:26][C:27]3[CH:28]=[C:29]4[C:33](=[CH:34][CH:35]=3)[NH:32][C:31]([CH3:36])=[CH:30]4)=[N:21][CH:22]=[N:23]2)=[CH:18][CH:17]=1.C1(P(C2C=CC=CC=2)C2C=CC=CC=2)C=CC=CC=1.[N:56]1([CH2:61][CH2:62][CH2:63]O)[CH2:60][CH2:59][CH2:58][CH2:57]1. The catalyst is C(Cl)Cl. The yield is 0.350. The product is [CH3:36][C:31]1[NH:32][C:33]2[C:29]([CH:30]=1)=[CH:28][C:27]([O:26][C:20]1[C:19]3[C:24](=[CH:25][C:16]([O:15][CH2:63][CH2:62][CH2:61][N:56]4[CH2:60][CH2:59][CH2:58][CH2:57]4)=[CH:17][CH:18]=3)[N:23]=[CH:22][N:21]=1)=[CH:35][CH:34]=2. (2) The reactants are [CH3:1][O:2][C:3]1[CH:4]=[C:5]([C:11]2[C:22](=[O:23])[N:21]([CH3:24])[C:14]3[N:15]=[C:16](SC)[N:17]=[CH:18][C:13]=3[CH:12]=2)[CH:6]=[C:7]([O:9][CH3:10])[CH:8]=1.O[O:26][S:27]([O-:29])=O.[K+].S([O-])(O[O-])(=O)=O.[K+].[K+].CO.Cl[CH2:42]Cl. The catalyst is O.O.C(Cl)Cl. The product is [CH3:10][O:9][C:7]1[CH:6]=[C:5]([C:11]2[C:22](=[O:23])[N:21]([CH3:24])[C:14]3[N:15]=[C:16]([S:27]([CH3:42])(=[O:29])=[O:26])[N:17]=[CH:18][C:13]=3[CH:12]=2)[CH:4]=[C:3]([O:2][CH3:1])[CH:8]=1. The yield is 0.780.